From a dataset of Full USPTO retrosynthesis dataset with 1.9M reactions from patents (1976-2016). Predict the reactants needed to synthesize the given product. (1) The reactants are: O.[NH2:2][NH2:3].Cl[C:5]1[NH:10][C:9](=[O:11])[N:8]([CH3:12])[C:7](=[O:13])[CH:6]=1. Given the product [NH:2]([C:5]1[NH:10][C:9](=[O:11])[N:8]([CH3:12])[C:7](=[O:13])[CH:6]=1)[NH2:3], predict the reactants needed to synthesize it. (2) Given the product [F:40][C:37]1[CH:38]=[CH:39][C:34]([C:32]2[CH:31]=[CH:30][C:13]3[N:14]=[C:15]([NH:17][C@@H:18]([C:20]4[CH:21]=[CH:22][C:23]([S:26]([NH2:29])(=[O:28])=[O:27])=[CH:24][CH:25]=4)[CH3:19])[N:16]=[C:11]([O:10][CH:41]4[CH2:43][CH2:42]4)[C:12]=3[N:33]=2)=[CH:35][CH:36]=1, predict the reactants needed to synthesize it. The reactants are: N1([O:10][C:11]2[C:12]3[N:33]=[C:32]([C:34]4[CH:39]=[CH:38][C:37]([F:40])=[CH:36][CH:35]=4)[CH:31]=[CH:30][C:13]=3[N:14]=[C:15]([NH:17][C@@H:18]([C:20]3[CH:25]=[CH:24][C:23]([S:26]([NH2:29])(=[O:28])=[O:27])=[CH:22][CH:21]=3)[CH3:19])[N:16]=2)C2C=CC=CC=2N=N1.[CH:41]1(O)[CH2:43][CH2:42]1. (3) Given the product [Br:1][C:2]1[CH:22]=[CH:21][C:5]2[N:6]([C:17]([CH3:18])([CH3:19])[CH3:20])[C:7]([C:9]3[CH:16]=[CH:15][CH:14]=[CH:13][C:10]=3[C:11]([NH2:12])=[O:23])=[N:8][C:4]=2[CH:3]=1, predict the reactants needed to synthesize it. The reactants are: [Br:1][C:2]1[CH:22]=[CH:21][C:5]2[N:6]([C:17]([CH3:20])([CH3:19])[CH3:18])[C:7]([C:9]3[CH:16]=[CH:15][CH:14]=[CH:13][C:10]=3[C:11]#[N:12])=[N:8][C:4]=2[CH:3]=1.[OH-:23].[NH4+].OO. (4) Given the product [OH:1][CH:2]([CH2:6][C:7]1[CH:8]=[CH:9][C:10]([OH:13])=[CH:11][CH:12]=1)[C:3]([O:5][CH3:15])=[O:4], predict the reactants needed to synthesize it. The reactants are: [OH:1][CH:2]([CH2:6][C:7]1[CH:12]=[CH:11][C:10]([OH:13])=[CH:9][CH:8]=1)[C:3]([OH:5])=[O:4].Cl.[CH3:15]O. (5) Given the product [NH2:11][CH:8]([OH:10])[CH3:1].[CH:12]1[CH:13]=[CH:14][C:15]([NH:22][C:23]2[C:28]([Cl:29])=[CH:27][CH:26]=[CH:25][C:24]=2[Cl:30])=[C:16]([CH2:18][C:19]([OH:21])=[O:20])[CH:17]=1.[ClH:31], predict the reactants needed to synthesize it. The reactants are: [C:1]([C:8]([NH2:11])([OH:10])C)(OC(C)(C)C)=O.[CH:12]1[CH:13]=[CH:14][C:15]([NH:22][C:23]2[C:24]([Cl:30])=[CH:25][CH:26]=[CH:27][C:28]=2[Cl:29])=[C:16]([CH2:18][C:19]([OH:21])=[O:20])[CH:17]=1.[ClH:31].C(OCC)(=O)C.C(OCC)C.CCCCCC.